From a dataset of Catalyst prediction with 721,799 reactions and 888 catalyst types from USPTO. Predict which catalyst facilitates the given reaction. (1) Reactant: [NH:1]([C:18]([O:20][CH2:21][C:22]1[CH:27]=[CH:26][CH:25]=[CH:24][CH:23]=1)=[O:19])[C@H:2]([C:15]([OH:17])=O)[CH2:3][CH2:4][CH2:5][CH2:6][NH:7][C:8]([O:10][C:11]([CH3:14])([CH3:13])[CH3:12])=[O:9].CN(C(ON1N=NC2C=CC=CC1=2)=[N+](C)C)C.[B-](F)(F)(F)F.C1C=CC2N(O)N=NC=2C=1.[N:60]1[CH:65]=[CH:64][C:63]([N:66]2[CH2:71][CH2:70][NH:69][CH2:68][CH2:67]2)=[CH:62][CH:61]=1.CCN(C(C)C)C(C)C. Product: [C:22]1([CH2:21][O:20][C:18]([NH:1][C@H:2]([C:15]([N:69]2[CH2:70][CH2:71][N:66]([C:63]3[CH:64]=[CH:65][N:60]=[CH:61][CH:62]=3)[CH2:67][CH2:68]2)=[O:17])[CH2:3][CH2:4][CH2:5][CH2:6][NH:7][C:8]([O:10][C:11]([CH3:12])([CH3:13])[CH3:14])=[O:9])=[O:19])[CH:27]=[CH:26][CH:25]=[CH:24][CH:23]=1. The catalyst class is: 9. (2) Reactant: C([O:8][C:9]1[CH:18]=[C:17]2[C:12]([C:13]([NH:19][C:20]3[CH:25]=[C:24]([O:26][CH3:27])[CH:23]=[CH:22][C:21]=3[Cl:28])=[N:14][CH:15]=[N:16]2)=[C:11]([O:29][CH2:30][CH2:31][CH2:32][N:33]2[CH2:37][CH2:36][CH2:35][CH2:34]2)[CH:10]=1)C1C=CC=CC=1.C(O)C.[H][H]. Product: [Cl:28][C:21]1[CH:22]=[CH:23][C:24]([O:26][CH3:27])=[CH:25][C:20]=1[NH:19][C:13]1[C:12]2[C:17](=[CH:18][C:9]([OH:8])=[CH:10][C:11]=2[O:29][CH2:30][CH2:31][CH2:32][N:33]2[CH2:34][CH2:35][CH2:36][CH2:37]2)[N:16]=[CH:15][N:14]=1. The catalyst class is: 354. (3) Reactant: [Na].[C:2]1([N:8]2[C:16]3[CH2:15][CH2:14][CH2:13][C:12](=[O:17])[C:11]=3[CH:10]=[N:9]2)[CH:7]=[CH:6][CH:5]=[CH:4][CH:3]=1.[CH:18](OCC)=[O:19].C(O)C. Product: [O:17]=[C:12]1[CH:13]([CH:18]=[O:19])[CH2:14][CH2:15][C:16]2[N:8]([C:2]3[CH:3]=[CH:4][CH:5]=[CH:6][CH:7]=3)[N:9]=[CH:10][C:11]1=2. The catalyst class is: 93. (4) Reactant: [Cl:1][C:2]1[CH:40]=[CH:39][C:5](/[CH:6]=[N:7]/[NH:8][C:9]([C:11]2[CH:16]=[C:15]([N:17]3[CH2:22][CH2:21][CH2:20][CH2:19][CH2:18]3)[CH:14]=[CH:13][C:12]=2[NH:23][C:24]([C:26]2[CH:27]=[C:28]([CH:36]=[CH:37][CH:38]=2)[CH2:29][S:30][CH2:31][CH2:32][C:33](O)=[O:34])=[O:25])=[O:10])=[CH:4][C:3]=1[C:41]([F:44])([F:43])[F:42].C1C=CC2N(O)N=NC=2C=1.CCN=C=NCCCN(C)C.Cl.[C:67]([NH:70][C@H:71]([C:77]([OH:79])=[O:78])[CH2:72][CH2:73][CH2:74][CH2:75][NH2:76])(=[O:69])[CH3:68]. Product: [C:67]([NH:70][C@@H:71]([CH2:72][CH2:73][CH2:74][CH2:75][NH:76][C:33](=[O:34])[CH2:32][CH2:31][S:30][CH2:29][C:28]1[CH:36]=[CH:37][CH:38]=[C:26]([C:24](=[O:25])[NH:23][C:12]2[CH:13]=[CH:14][C:15]([N:17]3[CH2:22][CH2:21][CH2:20][CH2:19][CH2:18]3)=[CH:16][C:11]=2[C:9]([NH:8]/[N:7]=[CH:6]/[C:5]2[CH:39]=[CH:40][C:2]([Cl:1])=[C:3]([C:41]([F:42])([F:44])[F:43])[CH:4]=2)=[O:10])[CH:27]=1)[C:77]([OH:79])=[O:78])(=[O:69])[CH3:68]. The catalyst class is: 2. (5) Reactant: [CH3:1][N:2]1[CH:6]=[CH:5][N:4]=[CH:3]1.C([Li])[CH2:8][CH2:9][CH3:10].C(=O)(OC)OCC.COC(OC)[N:22]([CH3:24])C.[NH2:27]N. Product: [CH3:1][N:2]1[CH:6]=[CH:5][N:4]=[C:3]1[C:24]1[NH:22][N:27]=[CH:8][C:9]=1[CH3:10]. The catalyst class is: 199. (6) Reactant: [F:1][C:2]1[CH:31]=[CH:30][C:5]([CH2:6][N:7]2[C:19](=[O:20])[C:18]3[C:17]([OH:21])=[C:16]4[C:11]([CH:12]=[CH:13][CH:14]=[N:15]4)=[C:10]([O:22][CH3:23])[C:9]=3[CH:8]2[S:24][CH2:25][CH2:26][C:27]([OH:29])=O)=[CH:4][CH:3]=1.C(O)(=O)C(O)=O.[CH2:38]([O:40][P:41]([CH2:46][NH2:47])(=[O:45])[O:42][CH2:43][CH3:44])[CH3:39].C(Cl)CCl.P(=O)([O-])OCN. Product: [CH2:38]([O:40][P:41]([CH2:46][NH:47][C:27](=[O:29])[CH2:26][CH2:25][S:24][CH:8]1[C:9]2[C:10]([O:22][CH3:23])=[C:11]3[C:16](=[C:17]([OH:21])[C:18]=2[C:19](=[O:20])[N:7]1[CH2:6][C:5]1[CH:30]=[CH:31][C:2]([F:1])=[CH:3][CH:4]=1)[N:15]=[CH:14][CH:13]=[CH:12]3)(=[O:45])[O:42][CH2:43][CH3:44])[CH3:39]. The catalyst class is: 2. (7) Reactant: [CH3:1][C:2]([C:6]1[CH:7]=[C:8]([CH:11]=[CH:12][C:13]=1[OH:14])[C:9]#[N:10])([CH3:5])[CH:3]=[CH2:4].[CH2:15](Br)[C:16]1[CH:21]=[CH:20][CH:19]=[CH:18][CH:17]=1.C(=O)([O-])[O-].[K+].[K+]. Product: [CH2:15]([O:14][C:13]1[CH:12]=[CH:11][C:8]([C:9]#[N:10])=[CH:7][C:6]=1[C:2]([CH3:1])([CH3:5])[CH:3]=[CH2:4])[C:16]1[CH:21]=[CH:20][CH:19]=[CH:18][CH:17]=1. The catalyst class is: 9. (8) Reactant: [CH:1]12[CH2:6][CH:5]1[CH2:4][N:3]([C:7]1[N:12]=[C:11]([NH:13][C:14]3[C:15]4[N:16]([CH:30]=[CH:31][N:32]=4)[N:17]=[C:18]([C:20]4[CH:21]=[C:22]([CH:27]=[CH:28][CH:29]=4)[C:23]([O:25]C)=[O:24])[CH:19]=3)[CH:10]=[CH:9][CH:8]=1)[CH2:2]2.[OH-].[Na+]. Product: [CH:1]12[CH2:6][CH:5]1[CH2:4][N:3]([C:7]1[N:12]=[C:11]([NH:13][C:14]3[C:15]4[N:16]([CH:30]=[CH:31][N:32]=4)[N:17]=[C:18]([C:20]4[CH:21]=[C:22]([CH:27]=[CH:28][CH:29]=4)[C:23]([OH:25])=[O:24])[CH:19]=3)[CH:10]=[CH:9][CH:8]=1)[CH2:2]2. The catalyst class is: 38. (9) Reactant: Br[C:2]1[CH:10]=[C:9]([C:11]([F:14])([F:13])[F:12])[CH:8]=[C:7]2[C:3]=1[CH:4]=[N:5][NH:6]2.[C:15]1(B(O)O)[CH:20]=[CH:19][CH:18]=[CH:17][CH:16]=1.[C:24](=[O:27])([O-])[O-:25].[Na+].[Na+]. Product: [C:24]([OH:25])([C:11]([F:14])([F:13])[F:12])=[O:27].[C:15]1([C:2]2[CH:10]=[C:9]([C:11]([F:14])([F:13])[F:12])[CH:8]=[C:7]3[C:3]=2[CH:4]=[N:5][NH:6]3)[CH:20]=[CH:19][CH:18]=[CH:17][CH:16]=1. The catalyst class is: 294.